This data is from Full USPTO retrosynthesis dataset with 1.9M reactions from patents (1976-2016). The task is: Predict the reactants needed to synthesize the given product. (1) Given the product [ClH:49].[CH3:48][N:15]([CH3:14])[CH:16]1[CH2:17][CH2:18][N:19]([CH2:22][C:23]2[CH:24]=[CH:25][C:26]([C:29]3[CH:34]=[CH:33][C:32]([CH2:35][CH2:36][C:37]([NH:5][C:4]4[NH:6][CH2:7][C:8]([CH3:12])([CH3:13])[C:9](=[O:10])[N:11]=4)=[O:38])=[CH:31][C:30]=3[O:42][CH2:43][CH2:44][CH2:45][O:46][CH3:47])=[CH:27][CH:28]=2)[CH2:20][CH2:21]1, predict the reactants needed to synthesize it. The reactants are: [Na].Cl.N[C:4]([NH:6][CH2:7][C:8]([CH3:13])([CH3:12])[C:9]([NH2:11])=[O:10])=[NH:5].[CH3:14][N:15]([CH3:48])[CH:16]1[CH2:21][CH2:20][N:19]([CH2:22][C:23]2[CH:28]=[CH:27][C:26]([C:29]3[CH:34]=[CH:33][C:32]([CH2:35][CH2:36][C:37](OCC)=[O:38])=[CH:31][C:30]=3[O:42][CH2:43][CH2:44][CH2:45][O:46][CH3:47])=[CH:25][CH:24]=2)[CH2:18][CH2:17]1.[Cl:49]CCl.[Cl-].[Na+].O. (2) Given the product [NH:30]1[C:29]([NH:28][C:20]([C:11]2([NH:10][C:8](=[O:9])[C:7]3[CH:23]=[CH:24][CH:25]=[C:26]([CH3:27])[C:6]=3[O:5][CH:1]3[CH2:4][CH2:3][CH2:2]3)[CH2:19][C:18]3[C:13](=[CH:14][CH:15]=[CH:16][CH:17]=3)[CH2:12]2)=[O:21])=[N:33][N:32]=[N:31]1, predict the reactants needed to synthesize it. The reactants are: [CH:1]1([O:5][C:6]2[C:26]([CH3:27])=[CH:25][CH:24]=[CH:23][C:7]=2[C:8]([NH:10][C:11]2([C:20](O)=[O:21])[CH2:19][C:18]3[C:13](=[CH:14][CH:15]=[CH:16][CH:17]=3)[CH2:12]2)=[O:9])[CH2:4][CH2:3][CH2:2]1.[NH2:28][C:29]1[NH:33][N:32]=[N:31][N:30]=1.Cl.CN(C)CCCN=C=NCC.CO.